Predict the reaction yield, written as a fraction of the theoretical maximum amount of product (1.0 means a 100% yield; for example, 0.34 means a 34% yield). From a dataset of Reaction yield outcomes from USPTO patents with 853,638 reactions. The reactants are Br[C:2]1[S:3][C:4]2[CH2:5][N:6]([C:11]([O:13][C:14]([CH3:17])([CH3:16])[CH3:15])=[O:12])[CH2:7][CH2:8][C:9]=2[N:10]=1.[CH3:18][O-:19].[Na+]. The catalyst is CO. The product is [CH3:18][O:19][C:2]1[S:3][C:4]2[CH2:5][N:6]([C:11]([O:13][C:14]([CH3:17])([CH3:16])[CH3:15])=[O:12])[CH2:7][CH2:8][C:9]=2[N:10]=1. The yield is 0.560.